The task is: Predict the product of the given reaction.. This data is from Forward reaction prediction with 1.9M reactions from USPTO patents (1976-2016). Given the reactants Cl[C:2]1[N:7]=[C:6]([N:8]2[CH2:13][CH2:12][O:11][CH2:10][C@@H:9]2[CH3:14])[CH:5]=[C:4]([C:15]([CH3:21])([S:17]([CH3:20])(=[O:19])=[O:18])[CH3:16])[N:3]=1.O.CC1(C)C(C)(C)OB([C:31]2[CH:36]=[CH:35][C:34]([NH2:37])=[CH:33][CH:32]=2)O1.C(=O)([O-])[O-].[Na+].[Na+], predict the reaction product. The product is: [CH3:16][C:15]([C:4]1[CH:5]=[C:6]([N:8]2[CH2:13][CH2:12][O:11][CH2:10][C@@H:9]2[CH3:14])[N:7]=[C:2]([C:31]2[CH:36]=[CH:35][C:34]([NH2:37])=[CH:33][CH:32]=2)[N:3]=1)([S:17]([CH3:20])(=[O:19])=[O:18])[CH3:21].